Task: Predict the reactants needed to synthesize the given product.. Dataset: Full USPTO retrosynthesis dataset with 1.9M reactions from patents (1976-2016) Given the product [CH2:7]([O:6][C:5](=[O:43])[CH:4]([C:15]1[N:16]=[C:17]([NH:19][C:20](=[O:38])[CH:21]([C:28]2[CH:29]=[CH:30][C:31]([S:34]([CH3:37])(=[O:36])=[O:35])=[CH:32][CH:33]=2)[CH2:22][CH:23]2[CH2:24][CH2:25][CH2:26][CH2:27]2)[S:18][CH:14]=1)[OH:40])[CH3:3].[CH:23]1([CH2:22][CH:21]([C:28]2[CH:33]=[CH:32][C:31]([S:34]([CH3:37])(=[O:36])=[O:35])=[CH:30][CH:29]=2)[C:20]([NH:19][C:17]2[S:18][CH:5]=[C:4]([CH:3]([OH:40])[CH2:7][OH:6])[N:16]=2)=[O:38])[CH2:27][CH2:26][CH2:25][CH2:24]1, predict the reactants needed to synthesize it. The reactants are: [BH4-].[Na+].[CH2:3]1[CH2:7][O:6][CH2:5][CH2:4]1.C(OC(=O)C([C:14]1[S:18][C:17]([NH:19][C:20](=[O:38])[CH:21]([C:28]2[CH:33]=[CH:32][C:31]([S:34]([CH3:37])(=[O:36])=[O:35])=[CH:30][CH:29]=2)[CH2:22][CH:23]2[CH2:27][CH2:26][CH2:25][CH2:24]2)=[N:16][CH:15]=1)=O)C.[OH2:40].[Cl-].[Na+].[OH2:43].